Dataset: Full USPTO retrosynthesis dataset with 1.9M reactions from patents (1976-2016). Task: Predict the reactants needed to synthesize the given product. (1) Given the product [F:19][C:20]1[CH:25]=[CH:24][CH:23]=[CH:22][C:21]=1[N:1]1[C:9]2[CH:8]=[CH:7][CH:6]=[C:5]([NH2:10])[C:4]=2[CH:3]=[N:2]1, predict the reactants needed to synthesize it. The reactants are: [NH:1]1[C:9]2[CH:8]=[CH:7][CH:6]=[C:5]([NH2:10])[C:4]=2[CH:3]=[N:2]1.[O-]P([O-])([O-])=O.[K+].[K+].[K+].[F:19][C:20]1[CH:25]=[CH:24][CH:23]=[CH:22][C:21]=1I.CN[C@@H]1CCCC[C@H]1NC. (2) Given the product [F:1][C:2]1[CH:7]=[CH:6][C:5]([C:8]2[C:9]([C:20]3[CH:25]=[CH:24][C:23]([S:26]([CH3:36])(=[O:28])=[O:27])=[CH:22][CH:21]=3)=[C:10]3[N:14]([C:15]=2[C:16]([O:18][CH3:19])=[O:17])[CH2:13][CH2:12][CH2:11]3)=[CH:4][CH:3]=1, predict the reactants needed to synthesize it. The reactants are: [F:1][C:2]1[CH:7]=[CH:6][C:5]([C:8]2[C:9]([C:20]3[CH:25]=[CH:24][C:23]([S:26](Cl)(=[O:28])=[O:27])=[CH:22][CH:21]=3)=[C:10]3[N:14]([C:15]=2[C:16]([O:18][CH3:19])=[O:17])[CH2:13][CH2:12][CH2:11]3)=[CH:4][CH:3]=1.[O-]S([O-])=O.[Na+].[Na+].[C:36]([O-])([O-])=O.[Na+].[Na+].CI. (3) Given the product [CH3:18][C:19]1[N:23]([CH2:24][C:25]([N:14]2[CH2:15][CH2:16][CH2:17][CH:12]([C:9]3[S:10][CH:11]=[C:7]([C:5]([O:4][CH2:2][CH3:3])=[O:6])[N:8]=3)[CH2:13]2)=[O:26])[N:22]=[C:21]([C:28]([F:30])([F:29])[F:31])[CH:20]=1, predict the reactants needed to synthesize it. The reactants are: [Cl-].[CH2:2]([O:4][C:5]([C:7]1[N:8]=[C:9]([CH:12]2[CH2:17][CH2:16][CH2:15][NH2+:14][CH2:13]2)[S:10][CH:11]=1)=[O:6])[CH3:3].[CH3:18][C:19]1[N:23]([CH2:24][C:25](O)=[O:26])[N:22]=[C:21]([C:28]([F:31])([F:30])[F:29])[CH:20]=1. (4) Given the product [C:1]([O:5][C:6]([NH:8][CH:9]([C:13]([CH3:17])([CH3:16])[CH:14]=[CH2:15])[C:10]([N:72]([CH3:73])[C@@H:68]([CH:69]([CH3:71])[CH3:70])/[CH:67]=[C:61](\[CH3:60])/[C:62]([O:64][CH2:65][CH3:66])=[O:63])=[O:12])=[O:7])([CH3:2])([CH3:3])[CH3:4], predict the reactants needed to synthesize it. The reactants are: [C:1]([O:5][C:6]([NH:8][C@@H:9]([C:13]([CH3:17])([CH3:16])[CH:14]=[CH2:15])[C:10]([OH:12])=O)=[O:7])([CH3:4])([CH3:3])[CH3:2].F[P-](F)(F)(F)(F)F.N1(O[P+](N2CCCC2)(N2CCCC2)N2CCCC2)C2C=CC=CC=2N=N1.C(N(C(C)C)CC)(C)C.[CH3:60]/[C:61](=[CH:67]\[C@@H:68]([NH:72][CH3:73])[CH:69]([CH3:71])[CH3:70])/[C:62]([O:64][CH2:65][CH3:66])=[O:63].